This data is from Full USPTO retrosynthesis dataset with 1.9M reactions from patents (1976-2016). The task is: Predict the reactants needed to synthesize the given product. (1) Given the product [Cl:1][C:2]1[N:3]([CH2:25][C@:22]([OH:23])([CH3:24])[CH2:21][O:20][S:17]([C:14]2[CH:15]=[CH:16][C:11]([CH3:10])=[CH:12][CH:13]=2)(=[O:19])=[O:18])[CH:4]=[C:5]([N+:7]([O-:9])=[O:8])[N:6]=1, predict the reactants needed to synthesize it. The reactants are: [Cl:1][C:2]1[NH:3][CH:4]=[C:5]([N+:7]([O-:9])=[O:8])[N:6]=1.[CH3:10][C:11]1[CH:16]=[CH:15][C:14]([S:17]([O:20][CH2:21][C@@:22]2([CH3:25])[CH2:24][O:23]2)(=[O:19])=[O:18])=[CH:13][CH:12]=1. (2) The reactants are: [CH3:1][C:2]1[C:6]([C:7]([O:9][CH3:10])=[O:8])=[CH:5][NH:4][N:3]=1.[CH3:11][O:12][C:13]1[CH:14]=[C:15](B(O)O)[CH:16]=[CH:17][CH:18]=1.N1C=CC=CC=1. Given the product [CH3:11][O:12][C:13]1[CH:18]=[C:17]([N:4]2[CH:5]=[C:6]([C:7]([O:9][CH3:10])=[O:8])[C:2]([CH3:1])=[N:3]2)[CH:16]=[CH:15][CH:14]=1, predict the reactants needed to synthesize it. (3) Given the product [OH:5][C:6]1[CH:11]=[CH:10][C:9]([C:12]([NH:13][C:14]2[S:15][CH:16]=[C:17]([S:19]([CH3:22])(=[O:21])=[O:20])[N:18]=2)=[O:23])=[CH:8][CH:7]=1, predict the reactants needed to synthesize it. The reactants are: Cl.C([O:5][C:6]1[CH:11]=[CH:10][C:9]([C:12](=[O:23])[NH:13][C:14]2[S:15][CH:16]=[C:17]([S:19]([CH3:22])(=[O:21])=[O:20])[N:18]=2)=[CH:8][CH:7]=1)(=O)C. (4) Given the product [Cl:1][C:2]1[CH:7]=[CH:6][C:5]([CH2:8][CH2:9][CH2:10][C:11]2[O:15][N:14]=[C:13]([C:16]([OH:18])=[O:17])[CH:12]=2)=[CH:4][CH:3]=1, predict the reactants needed to synthesize it. The reactants are: [Cl:1][C:2]1[CH:7]=[CH:6][C:5]([CH2:8][CH2:9][CH2:10][C:11]2[O:15][N:14]=[C:13]([C:16]([O:18]CC)=[O:17])[CH:12]=2)=[CH:4][CH:3]=1.[OH-].[K+].O. (5) Given the product [CH2:8]([O:7][C:5](=[O:6])[C:4](=[CH:14][N:17]([CH3:19])[CH3:18])[C:3](=[O:10])[CH:2]([F:1])[CH3:11])[CH3:9], predict the reactants needed to synthesize it. The reactants are: [F:1][CH:2]([CH3:11])[C:3](=[O:10])[CH2:4][C:5]([O:7][CH2:8][CH3:9])=[O:6].CO[CH:14]([N:17]([CH3:19])[CH3:18])OC. (6) Given the product [C:27]([O:29][C:2]1[N:10]=[CH:9][N:8]=[C:7]2[C:3]=1[N:4]=[C:5]([C:18]1[CH:23]=[CH:22][C:21]([Cl:24])=[CH:20][C:19]=1[Cl:25])[N:6]2[C:11]1[CH:12]=[CH:13][C:14]([Cl:17])=[CH:15][CH:16]=1)([CH3:30])([CH3:28])[CH3:26], predict the reactants needed to synthesize it. The reactants are: Cl[C:2]1[N:10]=[CH:9][N:8]=[C:7]2[C:3]=1[N:4]=[C:5]([C:18]1[CH:23]=[CH:22][C:21]([Cl:24])=[CH:20][C:19]=1[Cl:25])[N:6]2[C:11]1[CH:16]=[CH:15][C:14]([Cl:17])=[CH:13][CH:12]=1.[CH3:26][C:27]([CH3:30])([O-:29])[CH3:28].[K+]. (7) Given the product [S:3]1[CH:4]=[CH:5][N:6]=[C:2]1[NH:1][C:17]([C:7]12[CH2:16][CH:11]3[CH2:10][CH:9]([CH2:15][CH:13]([CH2:12]3)[CH2:14]1)[CH2:8]2)=[O:18], predict the reactants needed to synthesize it. The reactants are: [NH2:1][C:2]1[S:3][CH:4]=[CH:5][N:6]=1.[C:7]12([C:17](Cl)=[O:18])[CH2:16][CH:11]3[CH2:12][CH:13]([CH2:15][CH:9]([CH2:10]3)[CH2:8]1)[CH2:14]2.C(N(CC)CC)C. (8) The reactants are: [N+:1]([C:4]1[C:5](SC#N)=[N:6][C:7]([NH:10][CH2:11][CH2:12][C:13]2[CH:18]=[CH:17][CH:16]=[CH:15][CH:14]=2)=[N:8][CH:9]=1)([O-:3])=[O:2].[NH2:22][CH2:23][C@H:24]1[CH2:29][CH2:28][C@H:27]([NH:30]C(=O)OC(C)(C)C)[CH2:26][CH2:25]1. Given the product [NH2:30][C@H:27]1[CH2:28][CH2:29][C@H:24]([CH2:23][NH:22][C:5]2[C:4]([N+:1]([O-:3])=[O:2])=[CH:9][N:8]=[C:7]([NH:10][CH2:11][CH2:12][C:13]3[CH:14]=[CH:15][CH:16]=[CH:17][CH:18]=3)[N:6]=2)[CH2:25][CH2:26]1, predict the reactants needed to synthesize it.